This data is from Forward reaction prediction with 1.9M reactions from USPTO patents (1976-2016). The task is: Predict the product of the given reaction. (1) Given the reactants Cl[C:2]1[CH:7]=[CH:6][N:5]2[N:8]=[C:9]([C:23]3[CH:28]=[CH:27][C:26]([O:29][CH3:30])=[CH:25][CH:24]=3)[C:10]([C:11]3[CH:16]=[CH:15][N:14]=[C:13]([NH:17][CH:18]4[CH2:22][CH2:21][CH2:20][CH2:19]4)[N:12]=3)=[C:4]2[CH:3]=1.C1(P(C2C=CC=CC=2)C2C=CC3C(=CC=CC=3)C=2C2C3C(=CC=CC=3)C=CC=2P(C2C=CC=CC=2)C2C=CC=CC=2)C=CC=CC=1.C(=O)([O-])[O-].[Cs+].[Cs+].C(OCC)(=O)C.[CH:89]1([NH2:94])[CH2:93]CC[CH2:90]1, predict the reaction product. The product is: [CH:18]1([NH:17][C:13]2[N:12]=[C:11]([C:10]3[C:9]([C:23]4[CH:28]=[CH:27][C:26]([O:29][CH3:30])=[CH:25][CH:24]=4)=[N:8][N:5]4[CH:6]=[CH:7][C:2]([NH:94][CH:89]([CH3:93])[CH3:90])=[CH:3][C:4]=34)[CH:16]=[CH:15][N:14]=2)[CH2:22][CH2:21][CH2:20][CH2:19]1. (2) Given the reactants CO[C:3](=[O:30])[C:4]1[CH:9]=[C:8]([CH:10]2[CH2:14][CH2:13][O:12][CH2:11]2)[C:7]([C:15]([F:18])([F:17])[F:16])=[CH:6][C:5]=1[NH:19][C:20](OC1C=CC(Cl)=CC=1)=[O:21].[CH3:31][S:32]([NH:35][NH2:36])(=[O:34])=[O:33].CCN(C(C)C)C(C)C, predict the reaction product. The product is: [O:21]=[C:20]1[N:36]([NH:35][S:32]([CH3:31])(=[O:34])=[O:33])[C:3](=[O:30])[C:4]2[C:5](=[CH:6][C:7]([C:15]([F:18])([F:17])[F:16])=[C:8]([CH:10]3[CH2:14][CH2:13][O:12][CH2:11]3)[CH:9]=2)[NH:19]1.